This data is from Forward reaction prediction with 1.9M reactions from USPTO patents (1976-2016). The task is: Predict the product of the given reaction. (1) Given the reactants Cl.[NH2:2][CH:3]1[CH2:8][CH2:7][N:6]([CH2:9][CH2:10][N:11]2[C:20]3[C:15](=[CH:16][CH:17]=[N:18][CH:19]=3)[CH:14]=[CH:13][C:12]2=[O:21])[CH2:5][CH2:4]1.C[O-].[Na+].CO.[Cl:27][C:28]1[C:37]([CH:38]=O)=[N:36][C:35]2[NH:34][C:33](=[O:40])[CH2:32][S:31][C:30]=2[CH:29]=1.C([BH3-])#N.[Na+], predict the reaction product. The product is: [Cl:27][C:28]1[C:37]([CH2:38][NH:2][CH:3]2[CH2:8][CH2:7][N:6]([CH2:9][CH2:10][N:11]3[C:20]4[C:15](=[CH:16][CH:17]=[N:18][CH:19]=4)[CH:14]=[CH:13][C:12]3=[O:21])[CH2:5][CH2:4]2)=[N:36][C:35]2[NH:34][C:33](=[O:40])[CH2:32][S:31][C:30]=2[CH:29]=1. (2) Given the reactants Br[C:2]1[CH:7]=[CH:6][C:5]([Br:8])=[CH:4][N:3]=1.C(N(CC)CC)C.[CH3:16][Si:17]([C:20]#[CH:21])([CH3:19])[CH3:18], predict the reaction product. The product is: [Br:8][C:5]1[CH:6]=[CH:7][C:2]([C:21]#[C:20][Si:17]([CH3:19])([CH3:18])[CH3:16])=[N:3][CH:4]=1.